This data is from Catalyst prediction with 721,799 reactions and 888 catalyst types from USPTO. The task is: Predict which catalyst facilitates the given reaction. (1) Reactant: [C:1]([O:5][C:6]([NH:8][C@@H:9]([C:13]([SH:16])([CH3:15])[CH3:14])[C:10]([OH:12])=[O:11])=[O:7])([CH3:4])([CH3:3])[CH3:2].CCN(C(C)C)C(C)C.Br[CH2:27][C:28]([O:30][CH3:31])=[O:29].Cl. Product: [C:1]([O:5][C:6]([NH:8][C@@H:9]([C:13]([S:16][CH2:27][C:28]([O:30][CH3:31])=[O:29])([CH3:15])[CH3:14])[C:10]([OH:12])=[O:11])=[O:7])([CH3:4])([CH3:2])[CH3:3]. The catalyst class is: 31. (2) Reactant: [BH4-].[Na+].C(O)C.[CH3:6][N:7]([CH3:20])[C:8]([C:10]1[CH:11]=[C:12]([CH:17]=[CH:18][CH:19]=1)[C:13](OC)=[O:14])=[O:9]. Product: [OH:14][CH2:13][C:12]1[CH:11]=[C:10]([CH:19]=[CH:18][CH:17]=1)[C:8]([N:7]([CH3:20])[CH3:6])=[O:9]. The catalyst class is: 6. (3) Reactant: [O:1]([CH2:9][CH2:10][C:11]1[CH:16]=[CH:15][N+:14]([O-])=[CH:13][CH:12]=1)[Si:2]([C:5]([CH3:8])([CH3:7])[CH3:6])([CH3:4])[CH3:3].C[Si]([C:22]#[N:23])(C)C.CN(C)C(Cl)=O.C(=O)([O-])[O-].[K+].[K+]. Product: [O:1]([CH2:9][CH2:10][C:11]1[CH:16]=[CH:15][N:14]=[C:13]([C:22]#[N:23])[CH:12]=1)[Si:2]([C:5]([CH3:8])([CH3:7])[CH3:6])([CH3:4])[CH3:3]. The catalyst class is: 4. (4) Reactant: [C:1]([C:4]1[CH:13]=[CH:12][C:7]([C:8]([O:10][CH3:11])=[O:9])=[CH:6][C:5]=1[O:14][CH3:15])(=O)[CH3:2].Cl.[NH2:17][OH:18].C([O-])(=O)C.[Na+]. Product: [OH:18][N:17]=[C:1]([C:4]1[CH:13]=[CH:12][C:7]([C:8]([O:10][CH3:11])=[O:9])=[CH:6][C:5]=1[O:14][CH3:15])[CH3:2]. The catalyst class is: 5. (5) Reactant: O=[CH:2][C@@H:3]([NH:5][C:6](=[O:12])[O:7][C:8]([CH3:11])([CH3:10])[CH3:9])[CH3:4].[NH2:13][CH2:14][C@H:15]([OH:17])[CH3:16].O=[N+]([O-])[O-].[O-][N+](=O)[O-].[O-][N+](=O)[O-].[O-][N+](=O)[O-].[O-][N+](=O)[O-].[O-][N+](=O)[O-].[Ce+4].[NH4+].[NH4+]. Product: [OH:17][C@H:15]([CH3:16])[CH2:14][NH:13][CH2:2][C@@H:3]([NH:5][C:6](=[O:12])[O:7][C:8]([CH3:11])([CH3:10])[CH3:9])[CH3:4]. The catalyst class is: 19.